Dataset: Reaction yield outcomes from USPTO patents with 853,638 reactions. Task: Predict the reaction yield, written as a fraction of the theoretical maximum amount of product (1.0 means a 100% yield; for example, 0.34 means a 34% yield). (1) The reactants are Cl.NO.[CH:4]([C:6]1[CH:35]=[CH:34][CH:33]=[CH:32][C:7]=1[O:8][CH:9]1[CH2:14][CH2:13][N:12]([C:15](=[O:31])[CH2:16][NH:17][C:18]([C:20]2[CH:24]=[C:23]([C:25]3[CH:30]=[CH:29][CH:28]=[CH:27][CH:26]=3)[NH:22][N:21]=2)=[O:19])[CH2:11][CH2:10]1)=[O:5].C([O-])(=O)C.[Na+]. The catalyst is CO.O. The product is [OH:5][CH2:4][C:6]1[CH:35]=[CH:34][CH:33]=[CH:32][C:7]=1[O:8][CH:9]1[CH2:14][CH2:13][N:12]([C:15](=[O:31])[CH2:16][NH:17][C:18]([C:20]2[CH:24]=[C:23]([C:25]3[CH:30]=[CH:29][CH:28]=[CH:27][CH:26]=3)[NH:22][N:21]=2)=[O:19])[CH2:11][CH2:10]1. The yield is 0.580. (2) The reactants are C([Sn](CCCC)(CCCC)[C:6]1[CH:11]=[CH:10][CH:9]=[CH:8][N:7]=1)CCC.[F:20][C:21]([F:47])([F:46])[C:22]1[CH:23]=[C:24]([NH:32][C:33](=[O:45])[C:34]2[CH:39]=[C:38](I)[CH:37]=[CH:36][C:35]=2[O:41][CH2:42][O:43][CH3:44])[CH:25]=[C:26]([C:28]([F:31])([F:30])[F:29])[CH:27]=1.O. The catalyst is CN(C)C=O.Cl[Pd](Cl)([P](C1C=CC=CC=1)(C1C=CC=CC=1)C1C=CC=CC=1)[P](C1C=CC=CC=1)(C1C=CC=CC=1)C1C=CC=CC=1. The product is [F:20][C:21]([F:46])([F:47])[C:22]1[CH:23]=[C:24]([NH:32][C:33](=[O:45])[C:34]2[CH:39]=[C:38]([C:6]3[CH:11]=[CH:10][CH:9]=[CH:8][N:7]=3)[CH:37]=[CH:36][C:35]=2[O:41][CH2:42][O:43][CH3:44])[CH:25]=[C:26]([C:28]([F:30])([F:31])[F:29])[CH:27]=1. The yield is 0.208. (3) The reactants are [NH2:1][C:2]1[CH:7]=[CH:6][CH:5]=[CH:4][C:3]=1[S:8]([NH2:11])(=[O:10])=[O:9].[O:12]1[C:17]2=[CH:18][CH:19]=[CH:20][C:16]2=[CH:15][CH:14]=[C:13]1[C:21]1[CH:26]=[CH:25][CH:24]=[CH:23][C:22]=1/[CH:27]=[CH:28]/[S:29](Cl)(=[O:31])=[O:30]. The catalyst is N1C=CC=CC=1. The product is [O:12]1[C:17]2=[CH:18][CH:19]=[CH:20][C:16]2=[CH:15][CH:14]=[C:13]1[C:21]1[CH:26]=[CH:25][CH:24]=[CH:23][C:22]=1/[CH:27]=[CH:28]/[S:29]([NH:1][C:2]1[CH:7]=[CH:6][CH:5]=[CH:4][C:3]=1[S:8]([NH2:11])(=[O:9])=[O:10])(=[O:31])=[O:30]. The yield is 0.460. (4) The reactants are Cl.[F:2][C:3]([F:24])([F:23])[C:4]1[CH:22]=[CH:21][CH:20]=[CH:19][C:5]=1[CH:6]([O:14][CH:15]1[CH2:18][NH:17][CH2:16]1)[C:7]1[CH:12]=[CH:11][C:10]([Cl:13])=[CH:9][CH:8]=1.[N+:25]([C:28]1[CH:29]=[C:30]([N:35]=[C:36]=[O:37])[CH:31]=[CH:32][C:33]=1[Cl:34])([O-:27])=[O:26].C(=O)([O-])[O-]. The catalyst is ClCCl. The product is [F:24][C:3]([F:2])([F:23])[C:4]1[CH:22]=[CH:21][CH:20]=[CH:19][C:5]=1[CH:6]([O:14][CH:15]1[CH2:18][N:17]([C:36]([NH:35][C:30]2[CH:31]=[CH:32][C:33]([Cl:34])=[C:28]([N+:25]([O-:27])=[O:26])[CH:29]=2)=[O:37])[CH2:16]1)[C:7]1[CH:12]=[CH:11][C:10]([Cl:13])=[CH:9][CH:8]=1. The yield is 0.810.